From a dataset of Catalyst prediction with 721,799 reactions and 888 catalyst types from USPTO. Predict which catalyst facilitates the given reaction. (1) The catalyst class is: 3. Product: [NH2:1][C:2]1[CH:3]=[C:4]([CH:8]=[CH:9][C:10]=1[O:11][C:12]([F:15])([F:14])[F:13])[C:5]([NH:27][C:25]1[S:26][C:22]([C:16]2[CH:21]=[CH:20][CH:19]=[CH:18][CH:17]=2)=[N:23][N:24]=1)=[O:7]. Reactant: [NH2:1][C:2]1[CH:3]=[C:4]([CH:8]=[CH:9][C:10]=1[O:11][C:12]([F:15])([F:14])[F:13])[C:5]([OH:7])=O.[C:16]1([C:22]2[S:26][C:25]([NH2:27])=[N:24][N:23]=2)[CH:21]=[CH:20][CH:19]=[CH:18][CH:17]=1.F[P-](F)(F)(F)(F)F.N1(O[P+](N2CCCC2)(N2CCCC2)N2CCCC2)C2C=CC=CC=2N=N1.C(N(C(C)C)CC)(C)C. (2) Reactant: Cl.[NH2:2][C:3]1[C:8]([F:9])=[CH:7][N:6]([C@H:10]2[O:14][C@@H:13]([CH2:15][OH:16])[S:12][CH2:11]2)[C:5](=[O:17])[N:4]=1.CO.C([O-])([O-])=O.[Na+].[Na+].C(=O)=O. Product: [CH2:11]1[S:12][C@H:13]([CH2:15][OH:16])[O:14][C@@H:10]1[N:6]1[C:5](=[O:17])[N:4]=[C:3]([NH2:2])[C:8]([F:9])=[CH:7]1. The catalyst class is: 13. (3) Reactant: C([O:8][C:9]1[C:14]([Cl:15])=[CH:13][C:12]([C:16]([N:18]2[C:23]3[CH:24]=[CH:25][CH:26]=[CH:27][C:22]=3[S:21](=[O:28])[CH2:20][CH2:19]2)=[O:17])=[CH:11][C:10]=1[Cl:29])C1C=CC=CC=1.FC(F)(F)C(O)=O. Product: [Cl:29][C:10]1[CH:11]=[C:12]([C:16]([N:18]2[C:23]3[CH:24]=[CH:25][CH:26]=[CH:27][C:22]=3[S:21](=[O:28])[CH2:20][CH2:19]2)=[O:17])[CH:13]=[C:14]([Cl:15])[C:9]=1[OH:8]. The catalyst class is: 11. (4) Reactant: [OH:1][CH2:2][C:3]1([C:15](=O)[NH:16][CH2:17][C:18](=[O:24])[N:19]2[CH2:23][CH2:22][CH2:21][CH2:20]2)[CH2:7][CH2:6][CH2:5][N:4]1[C:8]([O:10][C:11]([CH3:14])([CH3:13])[CH3:12])=[O:9].CC(OC(/N=N/C(OC(C)C)=O)=O)C. Product: [O:1]=[C:2]1[C:3]2([CH2:7][CH2:6][CH2:5][N:4]2[C:8]([O:10][C:11]([CH3:13])([CH3:12])[CH3:14])=[O:9])[CH2:15][N:16]1[CH2:17][C:18](=[O:24])[N:19]1[CH2:20][CH2:21][CH2:22][CH2:23]1. The catalyst class is: 1. (5) Reactant: [CH2:1]([N:8]1[CH2:13][CH2:12][N:11]([C:14]2[CH:19]=[CH:18][C:17]([NH2:20])=[CH:16][CH:15]=2)[CH2:10][CH2:9]1)[C:2]1[CH:7]=[CH:6][CH:5]=[CH:4][CH:3]=1.CCN(CC)CC.[C:28](O[C:28]([O:30][C:31]([CH3:34])([CH3:33])[CH3:32])=[O:29])([O:30][C:31]([CH3:34])([CH3:33])[CH3:32])=[O:29]. Product: [C:31]([O:30][C:28](=[O:29])[NH:20][C:17]1[CH:16]=[CH:15][C:14]([N:11]2[CH2:10][CH2:9][N:8]([CH2:1][C:2]3[CH:3]=[CH:4][CH:5]=[CH:6][CH:7]=3)[CH2:13][CH2:12]2)=[CH:19][CH:18]=1)([CH3:34])([CH3:33])[CH3:32]. The catalyst class is: 2.